This data is from Forward reaction prediction with 1.9M reactions from USPTO patents (1976-2016). The task is: Predict the product of the given reaction. (1) Given the reactants [CH3:1][C:2]1[CH:3]=[N:4][C:5]2[N:6]([N:8]=[C:9]([NH2:20])[C:10]=2[C:11]2[CH:16]=[C:15](S(C)=O)[N:14]=[CH:13][N:12]=2)[CH:7]=1.[NH:21]1[CH2:29][CH2:28][CH2:27][CH:23]([C:24]([NH2:26])=[O:25])[CH2:22]1, predict the reaction product. The product is: [NH2:20][C:9]1[C:10]([C:11]2[N:12]=[CH:13][N:14]=[C:15]([N:21]3[CH2:29][CH2:28][CH2:27][CH:23]([C:24]([NH2:26])=[O:25])[CH2:22]3)[CH:16]=2)=[C:5]2[N:4]=[CH:3][C:2]([CH3:1])=[CH:7][N:6]2[N:8]=1. (2) The product is: [C:40]([C:39]1[CH:42]=[C:35]([C:33]2[O:32][N:31]=[C:30]([C:25]3[CH:26]=[CH:27][CH:28]=[C:29]4[C:24]=3[CH2:23][CH2:22][C@H:21]4[NH:20][C:3](=[O:5])[CH2:2][OH:1])[N:34]=2)[CH:36]=[CH:37][C:38]=1[O:43][CH:44]([CH3:46])[CH3:45])#[N:41]. Given the reactants [OH:1][CH2:2][C:3]([OH:5])=O.C1C=CC2N(O)N=NC=2C=1.C(Cl)CCl.[NH2:20][C@H:21]1[C:29]2[C:24](=[C:25]([C:30]3[N:34]=[C:33]([C:35]4[CH:36]=[CH:37][C:38]([O:43][CH:44]([CH3:46])[CH3:45])=[C:39]([CH:42]=4)[C:40]#[N:41])[O:32][N:31]=3)[CH:26]=[CH:27][CH:28]=2)[CH2:23][CH2:22]1, predict the reaction product.